This data is from CYP2D6 inhibition data for predicting drug metabolism from PubChem BioAssay. The task is: Regression/Classification. Given a drug SMILES string, predict its absorption, distribution, metabolism, or excretion properties. Task type varies by dataset: regression for continuous measurements (e.g., permeability, clearance, half-life) or binary classification for categorical outcomes (e.g., BBB penetration, CYP inhibition). Dataset: cyp2d6_veith. (1) The result is 0 (non-inhibitor). The drug is CCCC(=O)N1CCN(c2ccc(NC(=O)C(C)(C)C)cc2)CC1. (2) The drug is CCCCCn1c(SCC(=O)c2ccccc2)nc2cc(C(=O)NCc3ccco3)ccc2c1=O. The result is 0 (non-inhibitor).